From a dataset of Forward reaction prediction with 1.9M reactions from USPTO patents (1976-2016). Predict the product of the given reaction. (1) Given the reactants [C:1]([C:8]1(CN)[NH:12][CH:11]([C:13]([O:15][CH3:16])=[O:14])[CH2:10][S:9]1)([O:3][C:4]([CH3:7])([CH3:6])[CH3:5])=[O:2].[N:19]1C=CC=C[CH:20]=1, predict the reaction product. The product is: [C:1]([C:8]1[S:9][C:10]([CH2:20][NH2:19])=[C:11]([C:13]([O:15][CH3:16])=[O:14])[N:12]=1)([O:3][C:4]([CH3:5])([CH3:6])[CH3:7])=[O:2]. (2) Given the reactants Cl[C:2]([O:4][CH2:5][C:6]([Cl:9])([Cl:8])[Cl:7])=[O:3].N1C=CC=CC=1.[CH:16]([O:19][CH:20]([O:34][CH:35]([CH3:37])[CH3:36])[C:21]([CH3:33])([CH3:32])[C:22](=[O:31])[CH2:23][C@@H:24]([OH:30])[C@@H:25]([CH3:29])[CH2:26][CH:27]=[CH2:28])([CH3:18])[CH3:17].[Na+].[Cl-], predict the reaction product. The product is: [CH:35]([O:34][CH:20]([O:19][CH:16]([CH3:18])[CH3:17])[C:21]([CH3:32])([CH3:33])[C:22](=[O:31])[CH2:23][C@@H:24]([O:30][C:2]([O:4][CH2:5][C:6]([Cl:9])([Cl:8])[Cl:7])=[O:3])[C@@H:25]([CH3:29])[CH2:26][CH:27]=[CH2:28])([CH3:37])[CH3:36]. (3) Given the reactants [CH2:1]1[C:4]2([CH2:7][N:6]([CH2:8][C:9]3[CH:14]=[CH:13][C:12]([OH:15])=[CH:11][CH:10]=3)[CH2:5]2)[CH2:3][O:2]1.C([O-])([O-])=O.[Cs+].[Cs+].CS(O[CH:27]1[CH2:30][N:29]([C:31]([O:33][C:34]([CH3:37])([CH3:36])[CH3:35])=[O:32])[CH2:28]1)(=O)=O, predict the reaction product. The product is: [CH2:3]1[C:4]2([CH2:7][N:6]([CH2:8][C:9]3[CH:14]=[CH:13][C:12]([O:15][CH:27]4[CH2:28][N:29]([C:31]([O:33][C:34]([CH3:37])([CH3:36])[CH3:35])=[O:32])[CH2:30]4)=[CH:11][CH:10]=3)[CH2:5]2)[CH2:1][O:2]1. (4) Given the reactants [CH2:1]([O:46][CH:47]1[C@H:51]2[C@H:52]([O:72][Si:73]([C:76]([CH3:79])([CH3:78])[CH3:77])([CH3:75])[CH3:74])[N:53]([C:64]([O:66][CH2:67][C:68]([Cl:71])([Cl:70])[Cl:69])=[O:65])[C:54]3[CH:61]=[CH:60][C:59]([O:62][CH3:63])=[CH:58][C:55]=3[C:56](=[O:57])[N:50]2[CH:49]=[C:48]1OS(C(F)(F)F)(=O)=O)[CH2:2][CH2:3][O:4][CH:5]1[C@H:9]2[C@H:10]([O:30][Si:31]([C:34]([CH3:37])([CH3:36])[CH3:35])([CH3:33])[CH3:32])[N:11]([C:22]([O:24][CH2:25][C:26]([Cl:29])(Cl)[Cl:27])=[O:23])[C:12]3[CH:19]=[CH:18][C:17]([O:20][CH3:21])=[CH:16][C:13]=3[C:14](=[O:15])[N:8]2[CH:7]=[C:6]1OS(C(F)(F)F)(=O)=O.[Li+].[Cl-:89].C([Sn](CCCC)(CCCC)[C:95]#[C:96][C:97]1[CH:102]=[CH:101][CH:100]=[CH:99][CH:98]=1)CCC, predict the reaction product. The product is: [CH2:1]([O:46][C:47]1([C:102]2[CH:101]=[CH:100][CH:99]=[CH:98][C:97]=2[C:96]#[CH:95])[C@H:51]2[C@H:52]([O:72][Si:73]([C:76]([CH3:78])([CH3:77])[CH3:79])([CH3:74])[CH3:75])[N:53]([C:64]([O:66][CH2:67][C:68]([Cl:69])([Cl:71])[Cl:70])=[O:65])[C:54]3[CH:61]=[CH:60][C:59]([O:62][CH3:63])=[CH:58][C:55]=3[C:56](=[O:57])[N:50]2[CH:49]=[CH:48]1)[CH2:2][CH2:3][O:4][C:5]1([C:98]2[CH:99]=[CH:100][CH:101]=[CH:102][C:97]=2[C:96]#[CH:95])[C@H:9]2[C@H:10]([O:30][Si:31]([C:34]([CH3:37])([CH3:35])[CH3:36])([CH3:33])[CH3:32])[N:11]([C:22]([O:24][CH2:25][C:26]([Cl:27])([Cl:29])[Cl:89])=[O:23])[C:12]3[CH:19]=[CH:18][C:17]([O:20][CH3:21])=[CH:16][C:13]=3[C:14](=[O:15])[N:8]2[CH:7]=[CH:6]1.